From a dataset of NCI-60 drug combinations with 297,098 pairs across 59 cell lines. Regression. Given two drug SMILES strings and cell line genomic features, predict the synergy score measuring deviation from expected non-interaction effect. (1) Drug 1: CCCCC(=O)OCC(=O)C1(CC(C2=C(C1)C(=C3C(=C2O)C(=O)C4=C(C3=O)C=CC=C4OC)O)OC5CC(C(C(O5)C)O)NC(=O)C(F)(F)F)O. Drug 2: C1CC(=O)NC(=O)C1N2C(=O)C3=CC=CC=C3C2=O. Cell line: SR. Synergy scores: CSS=76.3, Synergy_ZIP=13.5, Synergy_Bliss=13.7, Synergy_Loewe=-5.69, Synergy_HSA=14.0. (2) Drug 1: C1CC(=O)NC(=O)C1N2C(=O)C3=CC=CC=C3C2=O. Drug 2: C1C(C(OC1N2C=NC3=C2NC=NCC3O)CO)O. Cell line: IGROV1. Synergy scores: CSS=0.0690, Synergy_ZIP=-0.987, Synergy_Bliss=-3.12, Synergy_Loewe=-0.657, Synergy_HSA=-1.94. (3) Drug 1: COC1=NC(=NC2=C1N=CN2C3C(C(C(O3)CO)O)O)N. Drug 2: CCN(CC)CCNC(=O)C1=C(NC(=C1C)C=C2C3=C(C=CC(=C3)F)NC2=O)C. Cell line: MDA-MB-435. Synergy scores: CSS=2.59, Synergy_ZIP=0.806, Synergy_Bliss=5.17, Synergy_Loewe=0.368, Synergy_HSA=2.38.